From a dataset of Forward reaction prediction with 1.9M reactions from USPTO patents (1976-2016). Predict the product of the given reaction. (1) Given the reactants [CH3:1][C:2]1[CH:8]=[CH:7][CH:6]=[CH:5][C:3]=1[NH2:4].Br[CH2:10][C:11]1[CH:20]=[CH:19][C:18]2[C:13](=[CH:14][CH:15]=[CH:16][CH:17]=2)[C:12]=1[B:21]1[O:25][C:24]([CH3:27])([CH3:26])[C:23]([CH3:29])([CH3:28])[O:22]1.C([O-])([O-])=O.[K+].[K+].O, predict the reaction product. The product is: [CH3:1][C:2]1[CH:8]=[CH:7][CH:6]=[CH:5][C:3]=1[NH:4][CH2:10][C:11]1[CH:20]=[CH:19][C:18]2[C:13](=[CH:14][CH:15]=[CH:16][CH:17]=2)[C:12]=1[B:21]1[O:25][C:24]([CH3:27])([CH3:26])[C:23]([CH3:29])([CH3:28])[O:22]1. (2) Given the reactants C([O:8][C:9]([C:11]1[CH:12]=[C:13]([CH:17]2[C:26]([CH3:28])([CH3:27])[CH2:25][C:24]3[C:19](=[CH:20][CH:21]=[C:22]([C:29]([O:31][CH3:32])=[O:30])[CH:23]=3)[NH:18]2)[CH:14]=[CH:15][CH:16]=1)=[O:10])C1C=CC=CC=1.C(OCC)(=O)C, predict the reaction product. The product is: [CH3:32][O:31][C:29]([C:22]1[CH:23]=[C:24]2[C:19](=[CH:20][CH:21]=1)[NH:18][CH:17]([C:13]1[CH:12]=[C:11]([CH:16]=[CH:15][CH:14]=1)[C:9]([OH:10])=[O:8])[C:26]([CH3:28])([CH3:27])[CH2:25]2)=[O:30]. (3) Given the reactants [C:1]([O:5][C:6]([N:8]1[CH2:13][CH2:12][CH2:11][CH:10]([C:14]2[CH:19]=[CH:18][CH:17]=[C:16]([OH:20])[CH:15]=2)[CH2:9]1)=[O:7])([CH3:4])([CH3:3])[CH3:2].[OH2:21].Cl[C:23](Cl)(Cl)[C:24]([CH3:27])(O)[CH3:25].[OH-:30].[Na+], predict the reaction product. The product is: [C:1]([O:5][C:6]([N:8]1[CH2:13][CH2:12][CH2:11][CH:10]([C:14]2[CH:19]=[CH:18][CH:17]=[C:16]([O:20][C:24]([C:23]([OH:30])=[O:21])([CH3:25])[CH3:27])[CH:15]=2)[CH2:9]1)=[O:7])([CH3:4])([CH3:2])[CH3:3]. (4) The product is: [CH:11]1([C:14]2[N:15]=[CH:16][N:17]([C:2]3[CH:7]=[CH:6][N:5]=[C:4]([C:8]([OH:10])=[O:9])[CH:3]=3)[CH:18]=2)[CH2:13][CH2:12]1. Given the reactants F[C:2]1[CH:7]=[CH:6][N:5]=[C:4]([C:8]([OH:10])=[O:9])[CH:3]=1.[CH:11]1([C:14]2[N:15]=[CH:16][NH:17][CH:18]=2)[CH2:13][CH2:12]1.CN1CCOCC1.C(#N)C.CO, predict the reaction product.